This data is from Catalyst prediction with 721,799 reactions and 888 catalyst types from USPTO. The task is: Predict which catalyst facilitates the given reaction. (1) Reactant: [CH3:1][C:2]1[CH:3]=[C:4]2[C:9](=[CH:10][CH:11]=1)[N+:8]([O-])=[CH:7][CH:6]=[CH:5]2.C(Cl)(=O)C1C=CC=CC=1.[CH2:22]([N:24](CC)CC)C. Product: [CH3:1][C:2]1[CH:3]=[C:4]2[C:9](=[CH:10][CH:11]=1)[N:8]=[C:7]([C:22]#[N:24])[CH:6]=[CH:5]2. The catalyst class is: 2. (2) Reactant: [F:1][C:2]1[CH:3]=[C:4]([CH:6]=[C:7]([F:9])[CH:8]=1)[NH2:5].C1COCC1.[CH3:15][S:16](Cl)(=[O:18])=[O:17].Cl. Product: [F:1][C:2]1[CH:3]=[C:4]([NH:5][S:16]([CH3:15])(=[O:18])=[O:17])[CH:6]=[C:7]([F:9])[CH:8]=1. The catalyst class is: 803. (3) Reactant: [Cl:1][C:2]1[N:10]=[C:9]2[C:5]([N:6]=[CH:7][N:8]2[CH2:11][CH2:12][CH3:13])=[C:4](Cl)[N:3]=1.[NH2:15][CH2:16][C:17]1[CH:18]=[N:19][CH:20]=[CH:21][CH:22]=1.C(N(CC)CC)C. Product: [Cl:1][C:2]1[N:10]=[C:9]2[C:5]([N:6]=[CH:7][N:8]2[CH2:11][CH2:12][CH3:13])=[C:4]([NH:15][CH2:16][C:17]2[CH:18]=[N:19][CH:20]=[CH:21][CH:22]=2)[N:3]=1. The catalyst class is: 114.